Task: Predict the reaction yield, written as a fraction of the theoretical maximum amount of product (1.0 means a 100% yield; for example, 0.34 means a 34% yield).. Dataset: Reaction yield outcomes from USPTO patents with 853,638 reactions The reactants are [BH4-].[Na+].[Li+].[Br-].C([O:7][C:8](=O)[CH2:9][NH:10][CH2:11][C:12]1[CH:17]=[CH:16][CH:15]=[C:14]([O:18][CH2:19][C:20]2[CH:25]=[CH:24][CH:23]=[CH:22][CH:21]=2)[CH:13]=1)C. The catalyst is C1COCC1. The product is [CH2:19]([O:18][C:14]1[CH:13]=[C:12]([CH2:11][NH:10][CH2:9][CH2:8][OH:7])[CH:17]=[CH:16][CH:15]=1)[C:20]1[CH:21]=[CH:22][CH:23]=[CH:24][CH:25]=1. The yield is 0.904.